From a dataset of Reaction yield outcomes from USPTO patents with 853,638 reactions. Predict the reaction yield, written as a fraction of the theoretical maximum amount of product (1.0 means a 100% yield; for example, 0.34 means a 34% yield). (1) The reactants are [OH:1][C:2]1[CH:10]=[C:9]([NH:11][S:12]([C:15]2[C:19]([Cl:20])=[C:18]([Cl:21])[S:17][C:16]=2[Cl:22])(=[O:14])=[O:13])[CH:8]=[CH:7][C:3]=1[C:4]([OH:6])=[O:5].O[CH:24]1[CH2:28][CH2:27][N:26]([C:29]([O:31][C:32]([CH3:35])([CH3:34])[CH3:33])=[O:30])[CH2:25]1. No catalyst specified. The product is [OH:1][C:2]1[CH:10]=[C:9]([NH:11][S:12]([C:15]2[C:19]([Cl:20])=[C:18]([Cl:21])[S:17][C:16]=2[Cl:22])(=[O:14])=[O:13])[CH:8]=[CH:7][C:3]=1[C:4]([O:6][CH:28]1[CH2:24][CH2:25][N:26]([C:29]([O:31][C:32]([CH3:35])([CH3:34])[CH3:33])=[O:30])[CH2:27]1)=[O:5]. The yield is 0.350. (2) The reactants are C(OC([NH:8][C@H:9]1[CH2:13][CH2:12][N:11]([CH:14]2[CH2:19][CH2:18][N:17]([C:20]([O:22][CH2:23][C:24]3[CH:29]=[CH:28][CH:27]=[CH:26][CH:25]=3)=[O:21])[CH2:16][CH2:15]2)[C:10]1=[O:30])=O)(C)(C)C. The catalyst is C(O)(C(F)(F)F)=O.C(Cl)Cl. The product is [NH2:8][C@H:9]1[CH2:13][CH2:12][N:11]([CH:14]2[CH2:19][CH2:18][N:17]([C:20]([O:22][CH2:23][C:24]3[CH:29]=[CH:28][CH:27]=[CH:26][CH:25]=3)=[O:21])[CH2:16][CH2:15]2)[C:10]1=[O:30]. The yield is 0.640. (3) The reactants are [Br:1][C:2]1[CH:7]=[CH:6][C:5]([CH2:8][C:9](O)=[O:10])=[C:4]([N+:12]([O-])=O)[CH:3]=1.S(=O)(=O)(O)O. The catalyst is C(O)C.[Zn]. The product is [Br:1][C:2]1[CH:3]=[C:4]2[C:5]([CH2:8][C:9](=[O:10])[NH:12]2)=[CH:6][CH:7]=1. The yield is 0.900. (4) The reactants are C(OC(=O)[NH:7][C@H:8]([C:24]#[N:25])[CH2:9][C:10]1[CH:15]=[CH:14][C:13]([C:16]2[CH:21]=[CH:20][C:19]([C:22]#[N:23])=[CH:18][CH:17]=2)=[CH:12][CH:11]=1)(C)(C)C. The catalyst is C(O)=O. The product is [NH2:7][C@H:8]([C:24]#[N:25])[CH2:9][C:10]1[CH:11]=[CH:12][C:13]([C:16]2[CH:21]=[CH:20][C:19]([C:22]#[N:23])=[CH:18][CH:17]=2)=[CH:14][CH:15]=1. The yield is 0.740. (5) The reactants are [C:1]([OH:6])(=O)[CH2:2][CH2:3][CH3:4].Cl.[CH3:8][NH:9][O:10][CH3:11].F[P-](F)(F)(F)(F)F.N1(O[P+](N(C)C)(N(C)C)N(C)C)C2C=CC=CC=2N=N1. The catalyst is C(Cl)Cl. The product is [CH3:11][O:10][N:9]([CH3:8])[C:1](=[O:6])[CH2:2][CH2:3][CH3:4]. The yield is 0.880. (6) The reactants are [CH2:1]([C:8]1[C:9]([O:19][CH2:20][C:21]2[CH:26]=[CH:25][CH:24]=[CH:23][CH:22]=2)=[C:10]([CH2:14][CH:15]([OH:18])[CH2:16][OH:17])[CH:11]=[CH:12][CH:13]=1)[C:2]1[CH:7]=[CH:6][CH:5]=[CH:4][CH:3]=1.[C:27]1([CH3:37])[CH:32]=[CH:31][C:30]([S:33](Cl)(=[O:35])=[O:34])=[CH:29][CH:28]=1.CC1C=CC(S(OCC(O)CC2C=CC(OC)=CC=2OCC2C=CC=CC=2)(=O)=O)=CC=1. The catalyst is N1C=CC=CC=1. The product is [CH3:37][C:27]1[CH:32]=[CH:31][C:30]([S:33]([O:17][CH2:16][CH:15]([OH:18])[CH2:14][C:10]2[CH:11]=[CH:12][CH:13]=[C:8]([CH2:1][C:2]3[CH:3]=[CH:4][CH:5]=[CH:6][CH:7]=3)[C:9]=2[O:19][CH2:20][C:21]2[CH:26]=[CH:25][CH:24]=[CH:23][CH:22]=2)(=[O:35])=[O:34])=[CH:29][CH:28]=1. The yield is 0.700. (7) The reactants are [O:1]=[C:2]1[N:6]([CH:7]2[CH2:12][CH2:11][NH:10][CH2:9][CH2:8]2)[C:5]2[CH:13]=[CH:14][CH:15]=[CH:16][C:4]=2[NH:3]1.N1C=CC=CC=1.[CH2:23]([C:27]1[CH:35]=[CH:34][C:30]([C:31](Cl)=[O:32])=[CH:29][CH:28]=1)[CH2:24][CH2:25][CH3:26]. The catalyst is C(Cl)Cl. The product is [CH2:23]([C:27]1[CH:28]=[CH:29][C:30]([C:31]([N:10]2[CH2:9][CH2:8][CH:7]([N:6]3[C:5]4[CH:13]=[CH:14][CH:15]=[CH:16][C:4]=4[NH:3][C:2]3=[O:1])[CH2:12][CH2:11]2)=[O:32])=[CH:34][CH:35]=1)[CH2:24][CH2:25][CH3:26]. The yield is 0.810.